Task: Regression. Given a peptide amino acid sequence and an MHC pseudo amino acid sequence, predict their binding affinity value. This is MHC class I binding data.. Dataset: Peptide-MHC class I binding affinity with 185,985 pairs from IEDB/IMGT (1) The peptide sequence is KPKPAVRYAI. The MHC is HLA-B54:01 with pseudo-sequence HLA-B54:01. The binding affinity (normalized) is 0.161. (2) The peptide sequence is YLLLTTNGT. The MHC is HLA-A26:01 with pseudo-sequence HLA-A26:01. The binding affinity (normalized) is 0.213.